Dataset: Reaction yield outcomes from USPTO patents with 853,638 reactions. Task: Predict the reaction yield, written as a fraction of the theoretical maximum amount of product (1.0 means a 100% yield; for example, 0.34 means a 34% yield). (1) The reactants are C(N(CC)CC)C.Cl.[NH2:9][CH2:10][C:11]1[CH:19]=[CH:18][CH:17]=[C:16]2[C:12]=1[CH2:13][N:14]([CH:21]1[CH2:26][CH2:25][C:24](=[O:27])[NH:23][C:22]1=[O:28])[C:15]2=[O:20].[CH3:29][O:30][CH2:31][C:32](Cl)=[O:33]. The catalyst is C1COCC1. The product is [O:28]=[C:22]1[CH:21]([N:14]2[CH2:13][C:12]3[C:16](=[CH:17][CH:18]=[CH:19][C:11]=3[CH2:10][NH:9][C:32](=[O:33])[CH2:31][O:30][CH3:29])[C:15]2=[O:20])[CH2:26][CH2:25][C:24](=[O:27])[NH:23]1. The yield is 0.570. (2) The reactants are [C:1]([O:5][C:6]([N:8]1[CH2:13][CH2:12][C:11]2[NH:14][N:15]=[C:16]([C:17]3[CH:22]=[CH:21][C:20]([C:23]([F:26])([F:25])[F:24])=[CH:19][CH:18]=3)[C:10]=2[CH2:9]1)=[O:7])([CH3:4])([CH3:3])[CH3:2].[C:27]([O:31][CH3:32])(=[O:30])[CH:28]=[CH2:29].C(O[Na])(C)(C)C. The catalyst is C1(C)C=CC=CC=1. The product is [C:1]([O:5][C:6]([N:8]1[CH2:13][CH2:12][C:11]2[N:14]([CH2:29][CH2:28][C:27]([O:31][CH3:32])=[O:30])[N:15]=[C:16]([C:17]3[CH:18]=[CH:19][C:20]([C:23]([F:24])([F:25])[F:26])=[CH:21][CH:22]=3)[C:10]=2[CH2:9]1)=[O:7])([CH3:4])([CH3:2])[CH3:3]. The yield is 0.150. (3) The reactants are C(O)(C(F)(F)F)=O.[CH2:8]([C:10]1[N:15]=[C:14]([NH:16][C:17]2[CH:22]=[C:21]([CH2:23][O:24][C:25]3[C:34]4[C:29](=[CH:30][CH:31]=[CH:32][CH:33]=4)[C:28]([NH:35]C(=O)OC(C)(C)C)=[CH:27][CH:26]=3)[CH:20]=[CH:19][N:18]=2)[CH:13]=[N:12][CH:11]=1)[CH3:9]. The catalyst is C(Cl)Cl. The product is [NH2:35][C:28]1[C:29]2[C:34](=[CH:33][CH:32]=[CH:31][CH:30]=2)[C:25]([O:24][CH2:23][C:21]2[CH:20]=[CH:19][N:18]=[C:17]([NH:16][C:14]3[CH:13]=[N:12][CH:11]=[C:10]([CH2:8][CH3:9])[N:15]=3)[CH:22]=2)=[CH:26][CH:27]=1. The yield is 0.690. (4) The reactants are [CH3:1][N:2]([CH2:7][C:8]1[C:16]2[C:11](=[C:12]([CH3:17])[CH:13]=[CH:14][CH:15]=2)[N:10]([CH3:18])[C:9]=1[CH3:19])[C:3](=[O:6])[CH:4]=[CH2:5].Br[C:21]1[CH:22]=[C:23]2[C:28](=[N:29][CH:30]=1)[NH:27][C:26](=[O:31])[CH2:25][CH2:24]2.CCN(C(C)C)C(C)C.C1(C)C=CC=CC=1P(C1C=CC=CC=1C)C1C=CC=CC=1C. The catalyst is C(#N)CC.CC([O-])=O.CC([O-])=O.[Pd+2]. The product is [CH3:1][N:2]([CH2:7][C:8]1[C:16]2[C:11](=[C:12]([CH3:17])[CH:13]=[CH:14][CH:15]=2)[N:10]([CH3:18])[C:9]=1[CH3:19])[C:3](=[O:6])/[CH:4]=[CH:5]/[C:21]1[CH:30]=[N:29][C:28]2[NH:27][C:26](=[O:31])[CH2:25][CH2:24][C:23]=2[CH:22]=1. The yield is 0.250. (5) The reactants are [CH3:1][NH:2][CH2:3][C:4]1[C:12]2[C:7](=[CH:8][C:9]([C:13]([O:15][CH3:16])=[O:14])=[CH:10][CH:11]=2)[N:6]([S:17]([C:20]2[CH:21]=[N:22][CH:23]=[CH:24][CH:25]=2)(=[O:19])=[O:18])[CH:5]=1.C(N(CC)CC)C.[C:41](O[C:41]([O:43][C:44]([CH3:47])([CH3:46])[CH3:45])=[O:42])([O:43][C:44]([CH3:47])([CH3:46])[CH3:45])=[O:42].O. The catalyst is ClCCl. The product is [C:44]([O:43][C:41]([N:2]([CH2:3][C:4]1[C:12]2[C:7](=[CH:8][C:9]([C:13]([O:15][CH3:16])=[O:14])=[CH:10][CH:11]=2)[N:6]([S:17]([C:20]2[CH:21]=[N:22][CH:23]=[CH:24][CH:25]=2)(=[O:19])=[O:18])[CH:5]=1)[CH3:1])=[O:42])([CH3:45])([CH3:46])[CH3:47]. The yield is 0.548. (6) The reactants are Br[C:2]1[CH:3]=[C:4]2[C:9](=[CH:10][CH:11]=1)[N:8]=[CH:7][C:6]([C:12]([CH:14]1[CH2:16][CH2:15]1)=[O:13])=[C:5]2[NH:17][C:18]1[CH:19]=[N:20][C:21]([N:24]2[CH2:28][CH2:27][CH:26]([NH:29]C(=O)OC(C)(C)C)[CH2:25]2)=[N:22][CH:23]=1.[Cl:37][C:38]1[CH:43]=[C:42](B2OC(C)(C)C(C)(C)O2)[CH:41]=[C:40]([Cl:53])[C:39]=1[OH:54]. No catalyst specified. The product is [NH2:29][CH:26]1[CH2:27][CH2:28][N:24]([C:21]2[N:22]=[CH:23][C:18]([NH:17][C:5]3[C:4]4[C:9](=[CH:10][CH:11]=[C:2]([C:42]5[CH:43]=[C:38]([Cl:37])[C:39]([OH:54])=[C:40]([Cl:53])[CH:41]=5)[CH:3]=4)[N:8]=[CH:7][C:6]=3[C:12]([CH:14]3[CH2:16][CH2:15]3)=[O:13])=[CH:19][N:20]=2)[CH2:25]1. The yield is 0.360. (7) The reactants are [Cl:1][C:2]1[CH:28]=[N:27][C:5]2[N:6]=[C:7]([N:14]3[CH2:17][CH:16]([N:18](C)[C:19](=O)OC(C)(C)C)[CH2:15]3)[C:8]3[N:9]([N:10]=[C:11]([CH3:13])[N:12]=3)[C:4]=2[CH:3]=1.C(O)(C(F)(F)F)=O. The catalyst is C(Cl)Cl. The product is [Cl:1][C:2]1[CH:28]=[N:27][C:5]2[N:6]=[C:7]([N:14]3[CH2:15][CH:16]([NH:18][CH3:19])[CH2:17]3)[C:8]3[N:9]([N:10]=[C:11]([CH3:13])[N:12]=3)[C:4]=2[CH:3]=1. The yield is 0.450. (8) The reactants are [Cl:1][C:2]1[CH:7]=[CH:6][C:5]([CH:8]([C:12]2[CH:17]=[CH:16][CH:15]=[CH:14][CH:13]=2)[C:9]([OH:11])=O)=[C:4]([CH3:18])[CH:3]=1.CN(C(ON1N=NC2C=CC=NC1=2)=[N+](C)C)C.F[P-](F)(F)(F)(F)F.[CH3:43][C:44]1[C:49]([C:50]2[O:51][C:52]3[CH:58]=[CH:57][C:56]([CH2:59][NH2:60])=[CH:55][C:53]=3[CH:54]=2)=[CH:48][CH:47]=[CH:46][N:45]=1.CN1CCOCC1. The catalyst is CN(C=O)C.CCOC(C)=O. The product is [Cl:1][C:2]1[CH:7]=[CH:6][C:5]([CH:8]([C:12]2[CH:17]=[CH:16][CH:15]=[CH:14][CH:13]=2)[C:9]([NH:60][CH2:59][C:56]2[CH:57]=[CH:58][C:52]3[O:51][C:50]([C:49]4[C:44]([CH3:43])=[N:45][CH:46]=[CH:47][CH:48]=4)=[CH:54][C:53]=3[CH:55]=2)=[O:11])=[C:4]([CH3:18])[CH:3]=1. The yield is 0.380. (9) The reactants are [Cl:1][C:2]1[C:3]([C:8]2[CH:13]=[CH:12][C:11]([CH3:14])=[CH:10][CH:9]=2)=[N:4][CH:5]=[CH:6][CH:7]=1.[Se](=O)=[O:16]. The catalyst is O1CCOCC1. The product is [Cl:1][C:2]1[C:3]([C:8]2[CH:13]=[CH:12][C:11]([CH:14]=[O:16])=[CH:10][CH:9]=2)=[N:4][CH:5]=[CH:6][CH:7]=1. The yield is 0.850. (10) The reactants are [N:1]1([C:10]2[S:14][C:13]([C:15]([OH:17])=O)=[C:12]([O:18][CH2:19][C:20]3[CH:25]=[CH:24][CH:23]=[CH:22][CH:21]=3)[CH:11]=2)[C:5]2[CH:6]=[CH:7][CH:8]=[CH:9][C:4]=2[N:3]=[CH:2]1.CN(C)C=O.C(Cl)(=O)C(Cl)=O.Cl.[NH2:38][OH:39].C(N(CC)CC)C.Cl. The catalyst is ClCCl.O1CCCC1.O. The product is [N:1]1([C:10]2[S:14][C:13]([C:15]([NH:38][OH:39])=[O:17])=[C:12]([O:18][CH2:19][C:20]3[CH:25]=[CH:24][CH:23]=[CH:22][CH:21]=3)[CH:11]=2)[C:5]2[CH:6]=[CH:7][CH:8]=[CH:9][C:4]=2[N:3]=[CH:2]1. The yield is 0.100.